From a dataset of Catalyst prediction with 721,799 reactions and 888 catalyst types from USPTO. Predict which catalyst facilitates the given reaction. (1) Reactant: [OH:1][C:2]([CH2:4][C:5]1[C:6](=[O:17])[CH2:7][C@@H:8]([O:10][CH:11]2[CH2:16][CH2:15][CH2:14][CH2:13][O:12]2)[CH:9]=1)=[O:3].[CH:18]1[C:27]2[C:22](=[CH:23][CH:24]=[CH:25][CH:26]=2)[CH:21]=[CH:20][C:19]=1O.C1(N=C=NC2CCCCC2)CCCCC1. Product: [CH:26]1[C:27]2[C:22](=[CH:21][CH:20]=[CH:19][CH:18]=2)[CH:23]=[CH:24][C:25]=1[O:3][C:2]([CH2:4][C:5]1[C:6](=[O:17])[CH2:7][C@@H:8]([O:10][CH:11]2[CH2:16][CH2:15][CH2:14][CH2:13][O:12]2)[CH:9]=1)=[O:1]. The catalyst class is: 4. (2) Reactant: Cl[Si](C)(C)C.[Li+].[BH4-].[Br:8][C:9]1[S:10][C:11]([CH:14]=[CH:15][N+:16]([O-])=O)=[CH:12][CH:13]=1.CO. Product: [Br:8][C:9]1[S:10][C:11]([CH2:14][CH2:15][NH2:16])=[CH:12][CH:13]=1. The catalyst class is: 396. (3) Reactant: [NH2:1][C@H:2]1[CH2:6][CH2:5][N:4]([C:7]([O:9][C:10]([CH3:13])([CH3:12])[CH3:11])=[O:8])[CH2:3]1.CN(C)/[CH:16]=[C:17](/[C:23](=[O:32])[C:24]1[CH:29]=[C:28]([I:30])[CH:27]=[CH:26][C:25]=1F)\[C:18]([O:20][CH2:21][CH3:22])=[O:19].C(=O)([O-])[O-].[K+].[K+]. Product: [C:10]([O:9][C:7]([N:4]1[CH2:5][CH2:6][C@@H:2]([N:1]2[C:25]3[C:24](=[CH:29][C:28]([I:30])=[CH:27][CH:26]=3)[C:23](=[O:32])[C:17]([C:18]([O:20][CH2:21][CH3:22])=[O:19])=[CH:16]2)[CH2:3]1)=[O:8])([CH3:13])([CH3:12])[CH3:11]. The catalyst class is: 6. (4) Reactant: [OH-].[Na+].C[O:4][C:5](=[O:27])[C:6]1[CH:11]=[CH:10][C:9]([S:12]([N:15]2[C:23]3[C:18](=[CH:19][CH:20]=[CH:21][CH:22]=3)[C:17]([CH:24]([CH3:26])[CH3:25])=[CH:16]2)(=[O:14])=[O:13])=[CH:8][CH:7]=1. Product: [CH:24]([C:17]1[C:18]2[C:23](=[CH:22][CH:21]=[CH:20][CH:19]=2)[N:15]([S:12]([C:9]2[CH:8]=[CH:7][C:6]([C:5]([OH:27])=[O:4])=[CH:11][CH:10]=2)(=[O:13])=[O:14])[CH:16]=1)([CH3:26])[CH3:25]. The catalyst class is: 554. (5) Reactant: [Cl:1][C:2]1[N:3]=[C:4]([N:18]2[CH2:23][CH2:22][O:21][CH2:20][CH2:19]2)[C:5]2[S:10][C:9]([C:11]3[CH:12]=[C:13]([NH2:17])[CH:14]=[CH:15][CH:16]=3)=[CH:8][C:6]=2[N:7]=1.[CH3:24][O:25][CH2:26][C:27](Cl)=[O:28].C(N(CC)CC)C. Product: [Cl:1][C:2]1[N:3]=[C:4]([N:18]2[CH2:23][CH2:22][O:21][CH2:20][CH2:19]2)[C:5]2[S:10][C:9]([C:11]3[CH:12]=[C:13]([NH:17][C:27](=[O:28])[CH2:26][O:25][CH3:24])[CH:14]=[CH:15][CH:16]=3)=[CH:8][C:6]=2[N:7]=1. The catalyst class is: 4. (6) Reactant: Cl[C:2]([O:4][C:5]1[CH:10]=[CH:9][CH:8]=[CH:7][CH:6]=1)=[O:3].[F:11][C:12]1[CH:17]=[CH:16][C:15]([S:18]([CH2:21][C:22]2[CH:27]=[C:26]([N:28]3[CH2:33][CH2:32][O:31][CH2:30][C@@H:29]3[CH3:34])[N:25]=[C:24]([C:35]3[CH:41]=[CH:40][C:38]([NH2:39])=[CH:37][CH:36]=3)[N:23]=2)(=[O:20])=[O:19])=[CH:14][CH:13]=1.C(=O)(O)[O-].[Na+]. Product: [F:11][C:12]1[CH:17]=[CH:16][C:15]([S:18]([CH2:21][C:22]2[CH:27]=[C:26]([N:28]3[CH2:33][CH2:32][O:31][CH2:30][C@@H:29]3[CH3:34])[N:25]=[C:24]([C:35]3[CH:36]=[CH:37][C:38]([NH:39][C:2](=[O:3])[O:4][C:5]4[CH:10]=[CH:9][CH:8]=[CH:7][CH:6]=4)=[CH:40][CH:41]=3)[N:23]=2)(=[O:19])=[O:20])=[CH:14][CH:13]=1. The catalyst class is: 12.